From a dataset of Full USPTO retrosynthesis dataset with 1.9M reactions from patents (1976-2016). Predict the reactants needed to synthesize the given product. Given the product [O:1]=[C:2]1[NH:7][C:6](=[O:8])[CH:5]=[CH:4][N:3]1[C@@H:9]1[O:13][C@:12]([CH3:24])([O:14][CH2:15][P:16](=[O:17])([OH:23])[OH:20])[C@@H:11]([OH:25])[C@H:10]1[OH:26], predict the reactants needed to synthesize it. The reactants are: [O:1]=[C:2]1[NH:7][C:6](=[O:8])[CH:5]=[CH:4][N:3]1[C@@H:9]1[O:13][C@:12]([CH3:24])([O:14][CH2:15][P:16](=[O:23])([O:20]CC)[O:17]CC)[C@@H:11]([OH:25])[C@H:10]1[OH:26].NC1N=CN=C2C=1N=CN2[C@@H]1O[C@](C)(OCP(=O)(O)O)[C@@H](O)[C@H]1O.